Task: Predict the product of the given reaction.. Dataset: Forward reaction prediction with 1.9M reactions from USPTO patents (1976-2016) (1) Given the reactants [C:1]([C:5]1[CH:10]=[CH:9][CH:8]=[CH:7][C:6]=1O)([CH3:4])([CH3:3])[CH3:2].B(Cl)(Cl)Cl.ClC(Cl)(Cl)[C:18]#[N:19].C(=O)([O-])[O-:23].[K+].[K+], predict the reaction product. The product is: [C:1]([C:5]1[CH:10]=[CH:9][C:8]([C:18]#[N:19])=[C:7]([OH:23])[CH:6]=1)([CH3:4])([CH3:3])[CH3:2]. (2) Given the reactants O1CCCC1.Cl[C:7]1[CH:12]=[C:11]([C:13]([F:16])([F:15])[F:14])[CH:10]=[C:9]([Cl:17])[N:8]=1.[CH:18]1([Mg]Br)[CH2:23][CH2:22][CH2:21][CH2:20][CH2:19]1, predict the reaction product. The product is: [Cl:17][C:9]1[CH:10]=[C:11]([C:13]([F:16])([F:15])[F:14])[CH:12]=[C:7]([CH:18]2[CH2:23][CH2:22][CH2:21][CH2:20][CH2:19]2)[N:8]=1.